Dataset: Catalyst prediction with 721,799 reactions and 888 catalyst types from USPTO. Task: Predict which catalyst facilitates the given reaction. (1) Reactant: [Cl:1][C:2]1[CH:7]=[CH:6][C:5]([C:8]([C:16]2[CH:17]=[C:18]3[C:23](=[CH:24][CH:25]=2)[N:22]=[C:21](Cl)[C:20]([C:27]2[CH:32]=[CH:31][CH:30]=[CH:29][CH:28]=2)=[C:19]3[Cl:33])([C:10]2[N:14]([CH3:15])[CH:13]=[N:12][CH:11]=2)[OH:9])=[CH:4][CH:3]=1.[OH:34][CH2:35][CH2:36][NH:37]C(=O)C(F)(F)F.C1(C)C=CC=CC=1.[H-].[Na+]. Product: [NH2:37][CH2:36][CH2:35][O:34][C:21]1[C:20]([C:27]2[CH:28]=[CH:29][CH:30]=[CH:31][CH:32]=2)=[C:19]([Cl:33])[C:18]2[C:23](=[CH:24][CH:25]=[C:16]([C:8]([C:5]3[CH:4]=[CH:3][C:2]([Cl:1])=[CH:7][CH:6]=3)([C:10]3[N:14]([CH3:15])[CH:13]=[N:12][CH:11]=3)[OH:9])[CH:17]=2)[N:22]=1. The catalyst class is: 25. (2) Reactant: [O:1]([C:8]1[CH:9]=[C:10]([CH:33]=[CH:34][CH:35]=1)[CH2:11][S:12][C:13]1[S:14][C:15]2[CH:21]([CH:22](C(OCC)=O)[C:23]([O:25]CC)=[O:24])[CH2:20][CH2:19][CH2:18][C:16]=2[N:17]=1)[C:2]1[CH:7]=[CH:6][CH:5]=[CH:4][CH:3]=1.Cl. Product: [O:1]([C:8]1[CH:9]=[C:10]([CH:33]=[CH:34][CH:35]=1)[CH2:11][S:12][C:13]1[S:14][C:15]2[CH:21]([CH2:22][C:23]([OH:25])=[O:24])[CH2:20][CH2:19][CH2:18][C:16]=2[N:17]=1)[C:2]1[CH:7]=[CH:6][CH:5]=[CH:4][CH:3]=1. The catalyst class is: 15.